Dataset: Full USPTO retrosynthesis dataset with 1.9M reactions from patents (1976-2016). Task: Predict the reactants needed to synthesize the given product. (1) Given the product [CH2:15]([CH:4]([CH2:5][CH2:6][CH2:7][CH2:8][C:9]1[CH:10]=[CH:11][CH:12]=[CH:13][CH:14]=1)[C:3]([OH:22])=[O:2])[C:16]1[CH:17]=[CH:18][CH:19]=[CH:20][CH:21]=1, predict the reactants needed to synthesize it. The reactants are: C[O:2][C:3](=[O:22])[CH:4]([CH2:15][C:16]1[CH:21]=[CH:20][CH:19]=[CH:18][CH:17]=1)[CH2:5][CH2:6][CH2:7][CH2:8][C:9]1[CH:14]=[CH:13][CH:12]=[CH:11][CH:10]=1.O.[OH-].[Li+].O. (2) Given the product [F:1][C:2]1[CH:3]=[CH:4][C:5]([C@@H:8]([NH:10][C:11]2[CH:16]=[C:15]([CH:17]3[CH2:18][CH2:19][N:20]([S:23]([CH3:26])(=[O:25])=[O:24])[CH2:21][CH2:22]3)[CH:14]=[C:13]([NH:27][C:28]3[CH:33]=[N:32][CH:31]=[CH:30][N:29]=3)[N:12]=2)[CH3:9])=[CH:6][CH:7]=1, predict the reactants needed to synthesize it. The reactants are: [F:1][C:2]1[CH:7]=[CH:6][C:5]([C@@H:8]([NH:10][C:11]2[CH:16]=[C:15]([C:17]3[CH2:18][CH2:19][N:20]([S:23]([CH3:26])(=[O:25])=[O:24])[CH2:21][CH:22]=3)[CH:14]=[C:13]([NH:27][C:28]3[CH:33]=[N:32][CH:31]=[CH:30][N:29]=3)[N:12]=2)[CH3:9])=[CH:4][CH:3]=1.C([O-])=O.[NH4+]. (3) Given the product [CH3:1][S:2]([C:5]1[CH:6]=[C:7]([C:11]2[CH:16]=[CH:15][C:14]([C:17]3[N:21]([CH2:22][C:23]([O:25][CH2:31][S:32][CH3:33])=[O:24])[N:20]=[C:19]([C:26]([F:29])([F:27])[F:28])[CH:18]=3)=[CH:13][CH:12]=2)[CH:8]=[CH:9][CH:10]=1)(=[O:3])=[O:4], predict the reactants needed to synthesize it. The reactants are: [CH3:1][S:2]([C:5]1[CH:6]=[C:7]([C:11]2[CH:16]=[CH:15][C:14]([C:17]3[N:21]([CH2:22][C:23]([OH:25])=[O:24])[N:20]=[C:19]([C:26]([F:29])([F:28])[F:27])[CH:18]=3)=[CH:13][CH:12]=2)[CH:8]=[CH:9][CH:10]=1)(=[O:4])=[O:3].Cl[CH2:31][S:32][CH3:33].C(=O)([O-])[O-].[K+].[K+]. (4) Given the product [CH3:1][C:2]1[CH:11]=[CH:10][C:9]2[C:4](=[C:5]([NH:12][CH:14]([C:15]3[C:24]4[C:19](=[CH:20][CH:21]=[CH:22][CH:23]=4)[CH:18]=[CH:17][CH:16]=3)[C:25]3[CH:30]=[CH:29][CH:28]=[CH:27][CH:26]=3)[CH:6]=[CH:7][CH:8]=2)[N:3]=1, predict the reactants needed to synthesize it. The reactants are: [CH3:1][C:2]1[CH:11]=[CH:10][C:9]2[C:4](=[C:5]([NH2:12])[CH:6]=[CH:7][CH:8]=2)[N:3]=1.Br[CH:14]([C:25]1[CH:30]=[CH:29][CH:28]=[CH:27][CH:26]=1)[C:15]1[C:24]2[C:19](=[CH:20][CH:21]=[CH:22][CH:23]=2)[CH:18]=[CH:17][CH:16]=1. (5) Given the product [ClH:30].[CH3:34][N:35]([CH3:36])[CH2:7][CH2:8][O:11][C:12](=[O:33])[NH:13][C:14]1[CH:19]=[CH:18][CH:17]=[C:16]([CH:20]2[C:29]3[C:24](=[C:25]([Cl:31])[CH:26]=[C:27]([Cl:30])[CH:28]=3)[CH2:23][N:22]([CH3:32])[CH2:21]2)[CH:15]=1, predict the reactants needed to synthesize it. The reactants are: Cl.[N+](C1C=C[C:8]([O:11][C:12](=[O:33])[NH:13][C:14]2[CH:19]=[CH:18][CH:17]=[C:16]([CH:20]3[C:29]4[C:24](=[C:25]([Cl:31])[CH:26]=[C:27]([Cl:30])[CH:28]=4)[CH2:23][N:22]([CH3:32])[CH2:21]3)[CH:15]=2)=[CH:7]C=1)([O-])=O.[CH3:34][N:35](C)[CH2:36]CO.O.C(=O)([O-])[O-].[K+].[K+]. (6) The reactants are: Cl[C:2]1[CH:7]=[CH:6][N:5]=[C:4]([S:8][CH3:9])[N:3]=1.[NH2:10][NH2:11]. Given the product [NH:10]([C:2]1[CH:7]=[CH:6][N:5]=[C:4]([S:8][CH3:9])[N:3]=1)[NH2:11], predict the reactants needed to synthesize it. (7) Given the product [ClH:33].[F:1][C:2]1[CH:20]=[CH:19][C:18]([CH2:21][C:22]2[C:31]3[C:26](=[CH:27][CH:28]=[CH:29][CH:30]=3)[C:25](=[O:32])[NH:24][N:23]=2)=[CH:17][C:3]=1[C:4]([N:6]1[CH2:9][CH:8]([NH:10][C:11]2([C:15]#[N:16])[CH2:14][CH2:13][CH2:12]2)[CH2:7]1)=[O:5], predict the reactants needed to synthesize it. The reactants are: [F:1][C:2]1[CH:20]=[CH:19][C:18]([CH2:21][C:22]2[C:31]3[C:26](=[CH:27][CH:28]=[CH:29][CH:30]=3)[C:25](=[O:32])[NH:24][N:23]=2)=[CH:17][C:3]=1[C:4]([N:6]1[CH2:9][CH:8]([NH:10][C:11]2([C:15]#[N:16])[CH2:14][CH2:13][CH2:12]2)[CH2:7]1)=[O:5].[ClH:33]. (8) Given the product [CH3:7][O:6][C:4]([C@@H:3]1[CH2:2][O:1][C:9]([C:11]2[CH:19]=[CH:18][CH:17]=[C:16]3[C:12]=2[CH:13]=[CH:14][N:15]3[C:20]([O:22][C:23]([CH3:25])([CH3:26])[CH3:24])=[O:21])=[N:8]1)=[O:5], predict the reactants needed to synthesize it. The reactants are: [OH:1][CH2:2][C@H:3]([NH:8][C:9]([C:11]1[CH:19]=[CH:18][CH:17]=[C:16]2[C:12]=1[CH:13]=[CH:14][N:15]2[C:20]([O:22][C:23]([CH3:26])([CH3:25])[CH3:24])=[O:21])=O)[C:4]([O:6][CH3:7])=[O:5].CC[N+](S(N=C(OC)[O-])(=O)=O)(CC)CC.